From a dataset of Full USPTO retrosynthesis dataset with 1.9M reactions from patents (1976-2016). Predict the reactants needed to synthesize the given product. (1) Given the product [C:19]([NH:24][C:25]1[NH:26][C:27](=[O:65])[C:28]2[N:29]=[CH:30][N:31]([C:63]=2[N:64]=1)[C@@H:32]1[O:62][C@H:36]([CH2:37][O:38][C:39]([C:56]2[CH:61]=[CH:60][CH:59]=[CH:58][CH:57]=2)([C:48]2[CH:53]=[CH:52][C:51]([O:54][CH3:55])=[CH:50][CH:49]=2)[C:40]2[CH:41]=[CH:42][C:43]([O:46][CH3:47])=[CH:44][CH:45]=2)[C@@H:34]([O:35][P:8]([N:12]([CH:13]([CH3:14])[CH3:15])[CH:16]([CH3:17])[CH3:18])([O:9][CH2:84][CH2:83][CH2:82][O:81][C@@H:80]2[O:86][C@H:87]([CH2:98][O:99][C:100](=[O:102])[CH3:101])[C@@H:88]([O:94][C:95](=[O:97])[CH3:96])[C@H:89]([O:90][C:91](=[O:93])[CH3:92])[C@H:79]2[O:78][C:75](=[O:77])[CH3:76])=[O:10])[CH2:33]1)(=[O:23])[CH:20]([CH3:22])[CH3:21], predict the reactants needed to synthesize it. The reactants are: C(N([P:8]([N:12]([CH:16]([CH3:18])[CH3:17])[CH:13]([CH3:15])[CH3:14])(Cl)([O-:10])[O-:9])C(C)C)(C)C.[C:19]([NH:24][C:25]1[NH:26][C:27](=[O:65])[C:28]2[N:29]=[CH:30][N:31]([C:63]=2[N:64]=1)[C@@H:32]1[O:62][C@H:36]([CH2:37][O:38][C:39]([C:56]2[CH:61]=[CH:60][CH:59]=[CH:58][CH:57]=2)([C:48]2[CH:53]=[CH:52][C:51]([O:54][CH3:55])=[CH:50][CH:49]=2)[C:40]2[CH:45]=[CH:44][C:43]([O:46][CH3:47])=[CH:42][CH:41]=2)[C@@H:34]([OH:35])[CH2:33]1)(=[O:23])[CH:20]([CH3:22])[CH3:21].C(N(C(C)C)C(C)C)C.[C:75]([O:78][C@@H:79]1[C@@H:89]([O:90][C:91](=[O:93])[CH3:92])[C@H:88]([O:94][C:95](=[O:97])[CH3:96])[C@@H:87]([CH2:98][O:99][C:100](=[O:102])[CH3:101])[O:86][C@H:80]1[O:81][CH2:82][CH2:83][CH2:84]O)(=[O:77])[CH3:76].N1C=NN=N1. (2) Given the product [CH2:59]([S:58][C:55]1[CH:56]=[CH:57][C:52]([NH:51][C:27]2[CH:26]=[CH:25][C:24]([Cl:74])=[CH:23][C:28]=2[CH:2]2[CH2:3][CH2:42]2)=[C:53](/[CH:66]=[CH:67]/[C:68]([O:70][CH2:71][CH3:72])=[O:69])[CH:54]=1)[C:60]1[CH:65]=[CH:64][CH:63]=[CH:62][CH:61]=1, predict the reactants needed to synthesize it. The reactants are: C[C:2]1([CH3:42])[C:28]2[C:23](=[C:24](P(C3C=CC=CC=3)C3C=CC=CC=3)[CH:25]=[CH:26][CH:27]=2)OC2C(P(C3C=CC=CC=3)C3C=CC=CC=3)=CC=C[C:3]1=2.P([O-])([O-])([O-])=O.[K+].[K+].[K+].[NH2:51][C:52]1[CH:57]=[CH:56][C:55]([S:58][CH2:59][C:60]2[CH:65]=[CH:64][CH:63]=[CH:62][CH:61]=2)=[CH:54][C:53]=1/[CH:66]=[CH:67]/[C:68]([O:70][CH2:71][CH3:72])=[O:69].C(Cl)[Cl:74]. (3) The reactants are: [N:1]([CH2:4][CH2:5][C:6]1[CH:13]=[CH:12][C:9]([C:10]#[N:11])=[CH:8][CH:7]=1)=[N+:2]=[N-:3].C([O-])([O-])=[O:15].[K+].[K+].OO. Given the product [N:1]([CH2:4][CH2:5][C:6]1[CH:13]=[CH:12][C:9]([C:10]([NH2:11])=[O:15])=[CH:8][CH:7]=1)=[N+:2]=[N-:3], predict the reactants needed to synthesize it. (4) Given the product [CH2:3]([O:10][C:19]1[CH:18]=[C:17]([CH:22]=[CH:21][N:20]=1)[C:16]([NH:15][CH2:14][C:13]1[CH:25]=[CH:26][C:27]([Cl:29])=[CH:28][C:12]=1[Cl:11])=[O:24])[C:4]1[CH:9]=[CH:8][CH:7]=[CH:6][CH:5]=1, predict the reactants needed to synthesize it. The reactants are: [H-].[Na+].[CH2:3]([OH:10])[C:4]1[CH:9]=[CH:8][CH:7]=[CH:6][CH:5]=1.[Cl:11][C:12]1[CH:28]=[C:27]([Cl:29])[CH:26]=[CH:25][C:13]=1[CH2:14][NH:15][C:16](=[O:24])[C:17]1[CH:22]=[CH:21][N:20]=[C:19](F)[CH:18]=1. (5) Given the product [CH2:1]([O:8][CH2:9][CH2:10][CH2:11][O:12][C:13]1[C:14]([B:29]2[O:33][C:32]([CH3:35])([CH3:34])[C:31]([CH3:37])([CH3:36])[O:30]2)=[C:15]([CH:16]=[CH:17][CH:18]=1)[CH:19]=[O:20])[C:2]1[CH:7]=[CH:6][CH:5]=[CH:4][CH:3]=1, predict the reactants needed to synthesize it. The reactants are: [CH2:1]([O:8][CH2:9][CH2:10][CH2:11][O:12][C:13]1[CH:18]=[CH:17][CH:16]=[C:15]([CH:19]=[O:20])[C:14]=1OS(C(F)(F)F)(=O)=O)[C:2]1[CH:7]=[CH:6][CH:5]=[CH:4][CH:3]=1.[B:29]1([B:29]2[O:33][C:32]([CH3:35])([CH3:34])[C:31]([CH3:37])([CH3:36])[O:30]2)[O:33][C:32]([CH3:35])([CH3:34])[C:31]([CH3:37])([CH3:36])[O:30]1.CC([O-])=O.[K+]. (6) Given the product [F:5][C:6]1[CH:12]=[C:11]([N:13]2[CH2:18][CH2:17][O:16][CH2:15][CH2:14]2)[C:10]([F:19])=[CH:9][C:7]=1[NH:8][N:1]=[C:25]([C:24](=[O:30])[CH2:23][O:22][CH3:21])[C:26]([O:28][CH3:29])=[O:27], predict the reactants needed to synthesize it. The reactants are: [N:1]([O-])=O.[Na+].[F:5][C:6]1[CH:12]=[C:11]([N:13]2[CH2:18][CH2:17][O:16][CH2:15][CH2:14]2)[C:10]([F:19])=[CH:9][C:7]=1[NH2:8].Cl.[CH3:21][O:22][CH2:23][C:24](=[O:30])[CH2:25][C:26]([O:28][CH3:29])=[O:27].CC([O-])=O.[Na+].[OH-].[Na+]. (7) Given the product [CH3:1][N:2]1[CH2:24][CH2:23][C:5]2[N:6](/[CH:14]=[CH:15]/[C:17]3[CH:18]=[N:19][CH:20]=[CH:21][CH:22]=3)[C:7]3[CH:8]=[CH:9][C:10]([CH3:13])=[CH:11][C:12]=3[C:4]=2[CH2:3]1, predict the reactants needed to synthesize it. The reactants are: [CH3:1][N:2]1[CH2:24][CH2:23][C:5]2[N:6]([CH2:14][CH:15]([C:17]3[CH:18]=[N:19][CH:20]=[CH:21][CH:22]=3)O)[C:7]3[CH:8]=[CH:9][C:10]([CH3:13])=[CH:11][C:12]=3[C:4]=2[CH2:3]1.S(=O)(=O)(O)O.[OH-].[K+]. (8) Given the product [C:1]([O:5][C:6]([NH:8][C:9]1[N:10]=[CH:11][C:12]([C:15]2[N:23]=[C:22]3[C:18]([N:19]=[CH:20][N:21]3[CH2:24][C:25]([OH:27])=[O:26])=[C:17]([N:28]3[CH2:33][CH2:32][O:31][CH2:30][CH2:29]3)[N:16]=2)=[CH:13][N:14]=1)=[O:7])([CH3:4])([CH3:2])[CH3:3], predict the reactants needed to synthesize it. The reactants are: [C:1]([O:5][C:6]([N:8](C(OC(C)(C)C)=O)[C:9]1[N:14]=[CH:13][C:12]([C:15]2[N:23]=[C:22]3[C:18]([N:19]=[CH:20][N:21]3[CH2:24][C:25]([O-:27])=[O:26])=[C:17]([N:28]3[CH2:33][CH2:32][O:31][CH2:30][CH2:29]3)[N:16]=2)=[CH:11][N:10]=1)=[O:7])([CH3:4])([CH3:3])[CH3:2].[OH-].[Li+]. (9) Given the product [N:28]1[C:29]2[C:24](=[CH:23][CH:22]=[C:21]([NH:20][C:15]([CH:12]3[CH2:11][CH2:10][N:9]([C:7]4[CH:6]=[CH:5][CH:4]=[C:3]([C:2]([F:1])([F:19])[F:18])[N:8]=4)[CH2:14][CH2:13]3)=[O:17])[CH:30]=2)[CH:25]=[CH:26][CH:27]=1, predict the reactants needed to synthesize it. The reactants are: [F:1][C:2]([F:19])([F:18])[C:3]1[N:8]=[C:7]([N:9]2[CH2:14][CH2:13][CH:12]([C:15]([OH:17])=O)[CH2:11][CH2:10]2)[CH:6]=[CH:5][CH:4]=1.[NH2:20][C:21]1[CH:30]=[C:29]2[C:24]([CH:25]=[CH:26][CH:27]=[N:28]2)=[CH:23][CH:22]=1.